Dataset: Full USPTO retrosynthesis dataset with 1.9M reactions from patents (1976-2016). Task: Predict the reactants needed to synthesize the given product. (1) The reactants are: [N+:1]([C:4]1[CH:9]=[CH:8][CH:7]=[CH:6][C:5]=1[S:10](Cl)(=[O:12])=[O:11])([O-:3])=[O:2].[CH:14]([NH2:17])([CH3:16])[CH3:15].CCN(CC)CC. Given the product [CH:14]([NH:17][S:10]([C:5]1[CH:6]=[CH:7][CH:8]=[CH:9][C:4]=1[N+:1]([O-:3])=[O:2])(=[O:12])=[O:11])([CH3:16])[CH3:15], predict the reactants needed to synthesize it. (2) Given the product [C:39]([CH:36]1[CH2:37][CH2:38][N:33]([C:15]([N:13]2[CH2:14][CH:9]([C:5]3[CH:6]=[CH:7][CH:8]=[C:3]([C:2]([F:1])([F:31])[F:32])[CH:4]=3)[CH2:10][CH:11]([C:27]([O:29][CH3:30])=[O:28])[CH2:12]2)=[O:17])[CH2:34][CH2:35]1)#[N:40], predict the reactants needed to synthesize it. The reactants are: [F:1][C:2]([F:32])([F:31])[C:3]1[CH:4]=[C:5]([CH:9]2[CH2:14][N:13]([C:15]([O:17]C3C=CC([N+]([O-])=O)=CC=3)=O)[CH2:12][CH:11]([C:27]([O:29][CH3:30])=[O:28])[CH2:10]2)[CH:6]=[CH:7][CH:8]=1.[NH:33]1[CH2:38][CH2:37][CH:36]([C:39]#[N:40])[CH2:35][CH2:34]1.C(=O)([O-])[O-].[K+].[K+]. (3) Given the product [CH3:1][CH:2]1[CH2:6][N:5]([C:7]2([CH2:17][N+:18]([O-:20])=[O:19])[CH2:8][CH2:9][C:10](=[O:11])[CH2:15][CH2:16]2)[C:4](=[O:21])[CH2:3]1, predict the reactants needed to synthesize it. The reactants are: [CH3:1][CH:2]1[CH2:6][N:5]([C:7]2([CH2:17][N+:18]([O-:20])=[O:19])[CH2:16][CH2:15][C:10]3(OCC[O:11]3)[CH2:9][CH2:8]2)[C:4](=[O:21])[CH2:3]1.O.